From a dataset of Reaction yield outcomes from USPTO patents with 853,638 reactions. Predict the reaction yield, written as a fraction of the theoretical maximum amount of product (1.0 means a 100% yield; for example, 0.34 means a 34% yield). The reactants are [C:1]1([N:7]2[CH2:11][CH2:10][CH2:9][CH2:8]2)[CH:6]=[CH:5][CH:4]=[CH:3][CH:2]=1.[S:12]([Cl:16])(=O)(=[O:14])[OH:13]. The catalyst is [Cl-].[Na+].O. The yield is 0.0700. The product is [N:7]1([C:1]2[CH:6]=[C:5]([S:12]([Cl:16])(=[O:14])=[O:13])[CH:4]=[CH:3][CH:2]=2)[CH2:11][CH2:10][CH2:9][CH2:8]1.